Dataset: Forward reaction prediction with 1.9M reactions from USPTO patents (1976-2016). Task: Predict the product of the given reaction. (1) Given the reactants C1([C@@H]2COC=N2)C=CC=CC=1.[C:12]([O:20][C:21]1[CH:29]=[C:28]2[C:24]([CH:25]=[CH:26][CH2:27]2)=[CH:23][CH:22]=1)(=[O:19])[C:13]1[CH:18]=[CH:17][CH:16]=[CH:15][CH:14]=1.[N+](=[CH:32][C:33]([O:35][CH2:36][CH3:37])=[O:34])=[N-], predict the reaction product. The product is: [C:12]([O:20][C:21]1[CH:22]=[CH:23][C:24]2[C@@H:25]3[C@@H:32]([C:33]([O:35][CH2:36][CH3:37])=[O:34])[C@@H:26]3[CH2:27][C:28]=2[CH:29]=1)(=[O:19])[C:13]1[CH:14]=[CH:15][CH:16]=[CH:17][CH:18]=1. (2) Given the reactants [CH3:1][O:2][C:3]1[CH:4]=[C:5]([CH:7]=[CH:8][C:9]=1[N:10]1[CH:14]=[C:13]([CH3:15])[N:12]=[CH:11]1)[NH2:6].Cl[C:17]1[N:22]=[C:21]([NH:23][CH:24]2[CH2:26][CH2:25]2)[CH:20]=[C:19]([CH2:27][O:28][CH2:29][C:30]([F:33])([F:32])[F:31])[N:18]=1.C(=O)([O-])[O-].[Cs+].[Cs+].C1(P(C2CCCCC2)C2C=CC=CC=2C2C=CC=CC=2)CCCCC1, predict the reaction product. The product is: [CH:24]1([NH:23][C:21]2[CH:20]=[C:19]([CH2:27][O:28][CH2:29][C:30]([F:32])([F:33])[F:31])[N:18]=[C:17]([NH:6][C:5]3[CH:7]=[CH:8][C:9]([N:10]4[CH:14]=[C:13]([CH3:15])[N:12]=[CH:11]4)=[C:3]([O:2][CH3:1])[CH:4]=3)[N:22]=2)[CH2:26][CH2:25]1.